This data is from Forward reaction prediction with 1.9M reactions from USPTO patents (1976-2016). The task is: Predict the product of the given reaction. (1) Given the reactants [NH2:1][CH:2]([C:5]1[C:6](=[O:14])[NH:7][C:8]([CH:11]2[CH2:13][CH2:12]2)=[N:9][N:10]=1)[CH2:3][CH3:4].[C:15]([CH:19]1[CH2:24][CH2:23][CH:22]([C:25](Cl)=[O:26])[CH2:21][CH2:20]1)([CH3:18])([CH3:17])[CH3:16], predict the reaction product. The product is: [C:15]([CH:19]1[CH2:20][CH2:21][CH:22]([C:25]([NH:1][CH:2]([C:5]2[C:6](=[O:14])[NH:7][C:8]([CH:11]3[CH2:13][CH2:12]3)=[N:9][N:10]=2)[CH2:3][CH3:4])=[O:26])[CH2:23][CH2:24]1)([CH3:18])([CH3:16])[CH3:17]. (2) Given the reactants [Cl:1][C:2]1[CH:7]=[CH:6][C:5](/[CH:8]=[CH:9]/[C:10]([O:12][CH2:13][CH3:14])=[O:11])=[CH:4][C:3]=1[O:15][C:16]1[N:20]([CH3:21])[N:19]=[C:18]([CH3:22])[C:17]=1[CH:23]=[O:24].O1CCCC1, predict the reaction product. The product is: [Cl:1][C:2]1[CH:7]=[CH:6][C:5]([CH2:8][CH2:9][C:10]([O:12][CH2:13][CH3:14])=[O:11])=[CH:4][C:3]=1[O:15][C:16]1[N:20]([CH3:21])[N:19]=[C:18]([CH3:22])[C:17]=1[CH:23]=[O:24]. (3) The product is: [CH3:6][C:7]1[CH:12]=[C:11]([CH:10]=[CH:9][C:8]=1[S:13][CH3:14])[CH:15]=[O:16]. Given the reactants [Sn](Cl)(Cl)(Cl)Cl.[CH3:6][C:7]1[CH:12]=[CH:11][CH:10]=[CH:9][C:8]=1[S:13][CH3:14].[CH3:15][O:16]C(Cl)Cl, predict the reaction product. (4) Given the reactants [Li][CH2:2][CH2:3]CC.[C:6]([N:13]1[CH2:18][CH2:17][CH2:16][CH2:15][CH:14]1[CH:19]=O)([O:8][C:9]([CH3:12])([CH3:11])[CH3:10])=[O:7].CCOC(C)=O.CCCCCC, predict the reaction product. The product is: [C:6]([N:13]1[CH2:18][CH2:17][CH2:16][CH2:15][CH:14]1/[CH:19]=[CH:2]\[CH3:3])([O:8][C:9]([CH3:12])([CH3:11])[CH3:10])=[O:7]. (5) The product is: [F:1][C:2]1[CH:3]=[C:4]([CH:18]=[CH:19][C:20]=1[NH:21][C:22]([NH:24][C:25]1[CH:30]=[C:29]([CH3:31])[CH:28]=[CH:27][C:26]=1[F:32])=[O:23])[O:5][C:6]1[CH:11]=[CH:10][N:9]=[C:8]2[CH:12]=[C:13]([C:15]([NH:77][CH2:76][CH2:75][CH2:74][NH:73][C:66](=[O:67])[O:68][C:69]([CH3:71])([CH3:70])[CH3:72])=[O:16])[S:14][C:7]=12. Given the reactants [F:1][C:2]1[CH:3]=[C:4]([CH:18]=[CH:19][C:20]=1[NH:21][C:22]([NH:24][C:25]1[CH:30]=[C:29]([CH3:31])[CH:28]=[CH:27][C:26]=1[F:32])=[O:23])[O:5][C:6]1[CH:11]=[CH:10][N:9]=[C:8]2[CH:12]=[C:13]([C:15](O)=[O:16])[S:14][C:7]=12.CN(C(ON1N=NC2C=CC=NC1=2)=[N+](C)C)C.F[P-](F)(F)(F)(F)F.C(N(CC)C(C)C)(C)C.[C:66]([NH:73][CH2:74][CH2:75][CH2:76][NH2:77])([O:68][C:69]([CH3:72])([CH3:71])[CH3:70])=[O:67].Cl, predict the reaction product.